From a dataset of Full USPTO retrosynthesis dataset with 1.9M reactions from patents (1976-2016). Predict the reactants needed to synthesize the given product. (1) Given the product [CH:30]1([N:14]([CH2:13][CH2:12][CH2:11][C:5]2[C:4]3[C:8](=[CH:9][CH:10]=[C:2]([F:1])[CH:3]=3)[NH:7][CH:6]=2)[C@@H:15]2[CH2:24][C:23]3[C:22]([C:25]([NH2:27])=[O:26])=[CH:21][CH:20]=[C:19]([O:28][CH3:29])[C:18]=3[O:17][CH2:16]2)[CH2:33][CH2:32][CH2:31]1, predict the reactants needed to synthesize it. The reactants are: [F:1][C:2]1[CH:3]=[C:4]2[C:8](=[CH:9][CH:10]=1)[NH:7][CH:6]=[C:5]2[CH2:11][CH2:12][CH2:13][NH:14][C@@H:15]1[CH2:24][C:23]2[C:22]([C:25]([NH2:27])=[O:26])=[CH:21][CH:20]=[C:19]([O:28][CH3:29])[C:18]=2[O:17][CH2:16]1.[C:30]1(=O)[CH2:33][CH2:32][CH2:31]1.CC(O)=O.[BH3-]C#N.[Na+]. (2) The reactants are: Br[C:2]1[N:3]=[C:4]2[C:10]([CH:11]=[O:12])=[CH:9][N:8]([CH2:13][O:14][CH2:15][CH2:16][Si:17]([CH3:20])([CH3:19])[CH3:18])[C:5]2=[N:6][CH:7]=1.[CH3:21][O:22][C:23]1[CH:24]=[C:25]2[C:29](=[CH:30][CH:31]=1)[N:28]([CH3:32])[N:27]=[C:26]2[Sn](CCCC)(CCCC)CCCC. Given the product [CH3:21][O:22][C:23]1[CH:24]=[C:25]2[C:29](=[CH:30][CH:31]=1)[N:28]([CH3:32])[N:27]=[C:26]2[C:2]1[N:3]=[C:4]2[C:10]([CH:11]=[O:12])=[CH:9][N:8]([CH2:13][O:14][CH2:15][CH2:16][Si:17]([CH3:20])([CH3:19])[CH3:18])[C:5]2=[N:6][CH:7]=1, predict the reactants needed to synthesize it.